Regression/Classification. Given a drug SMILES string, predict its absorption, distribution, metabolism, or excretion properties. Task type varies by dataset: regression for continuous measurements (e.g., permeability, clearance, half-life) or binary classification for categorical outcomes (e.g., BBB penetration, CYP inhibition). Dataset: cyp2c9_veith. From a dataset of CYP2C9 inhibition data for predicting drug metabolism from PubChem BioAssay. (1) The drug is CN1CCCC2(CCN(C(=O)c3cnccn3)CC2)C1. The result is 0 (non-inhibitor). (2) The molecule is CCNc1ncc2nc(-c3ccc(F)cc3)c(=O)n(Cc3ccc(F)cc3)c2n1. The result is 0 (non-inhibitor). (3) The molecule is CN(CCCl)Cc1cc(Cl)c(NC2=NCCN2)c(Cl)c1. The result is 0 (non-inhibitor). (4) The compound is Cc1cccc(OCCSCc2nc3ccccc3[nH]2)c1. The result is 1 (inhibitor). (5) The compound is COc1ccc(NC(=O)N2CCC3(CC2)CCN(C(=O)c2cccn2C)CC3)cc1. The result is 0 (non-inhibitor). (6) The drug is CC(=O)O[C@H]1C2=C(C(=O)[C@H]3O[C@@H]31)[C@H]1[C@H](C)O[C@@H]2[C@@]23C(=O)[C@H]4O[C@@H]4[C@@H](O)C2=CO[C@H](C)[C@@H]13. The result is 0 (non-inhibitor). (7) The drug is N#Cc1cccc(NC(=O)N2CC[C@@]3(CCCNC3)C2)c1. The result is 0 (non-inhibitor).